From a dataset of NCI-60 drug combinations with 297,098 pairs across 59 cell lines. Regression. Given two drug SMILES strings and cell line genomic features, predict the synergy score measuring deviation from expected non-interaction effect. (1) Cell line: SK-MEL-28. Drug 1: C1=NC(=NC(=O)N1C2C(C(C(O2)CO)O)O)N. Synergy scores: CSS=6.70, Synergy_ZIP=-1.97, Synergy_Bliss=2.23, Synergy_Loewe=0.123, Synergy_HSA=2.60. Drug 2: CC12CCC3C(C1CCC2O)C(CC4=C3C=CC(=C4)O)CCCCCCCCCS(=O)CCCC(C(F)(F)F)(F)F. (2) Drug 1: CC1=C2C(C(=O)C3(C(CC4C(C3C(C(C2(C)C)(CC1OC(=O)C(C(C5=CC=CC=C5)NC(=O)OC(C)(C)C)O)O)OC(=O)C6=CC=CC=C6)(CO4)OC(=O)C)OC)C)OC. Drug 2: CN(CC1=CN=C2C(=N1)C(=NC(=N2)N)N)C3=CC=C(C=C3)C(=O)NC(CCC(=O)O)C(=O)O. Cell line: SF-539. Synergy scores: CSS=63.5, Synergy_ZIP=1.49, Synergy_Bliss=1.46, Synergy_Loewe=-4.49, Synergy_HSA=6.16. (3) Drug 1: COC1=CC(=CC(=C1O)OC)C2C3C(COC3=O)C(C4=CC5=C(C=C24)OCO5)OC6C(C(C7C(O6)COC(O7)C8=CC=CS8)O)O. Drug 2: CCN(CC)CCCC(C)NC1=C2C=C(C=CC2=NC3=C1C=CC(=C3)Cl)OC. Cell line: HS 578T. Synergy scores: CSS=17.7, Synergy_ZIP=-8.00, Synergy_Bliss=-2.76, Synergy_Loewe=-6.44, Synergy_HSA=-0.123. (4) Drug 1: C1=NC2=C(N=C(N=C2N1C3C(C(C(O3)CO)O)F)Cl)N. Drug 2: C1CN1C2=NC(=NC(=N2)N3CC3)N4CC4. Cell line: SW-620. Synergy scores: CSS=27.1, Synergy_ZIP=-13.0, Synergy_Bliss=-3.25, Synergy_Loewe=-3.21, Synergy_HSA=-1.72. (5) Drug 1: C#CCC(CC1=CN=C2C(=N1)C(=NC(=N2)N)N)C3=CC=C(C=C3)C(=O)NC(CCC(=O)O)C(=O)O. Drug 2: CN(C(=O)NC(C=O)C(C(C(CO)O)O)O)N=O. Cell line: SF-295. Synergy scores: CSS=8.17, Synergy_ZIP=-3.15, Synergy_Bliss=-2.02, Synergy_Loewe=-0.265, Synergy_HSA=-0.0866. (6) Cell line: NCI-H322M. Drug 1: CN1C(=O)N2C=NC(=C2N=N1)C(=O)N. Synergy scores: CSS=-0.599, Synergy_ZIP=-0.640, Synergy_Bliss=-3.42, Synergy_Loewe=-4.12, Synergy_HSA=-5.15. Drug 2: CC1=C(N=C(N=C1N)C(CC(=O)N)NCC(C(=O)N)N)C(=O)NC(C(C2=CN=CN2)OC3C(C(C(C(O3)CO)O)O)OC4C(C(C(C(O4)CO)O)OC(=O)N)O)C(=O)NC(C)C(C(C)C(=O)NC(C(C)O)C(=O)NCCC5=NC(=CS5)C6=NC(=CS6)C(=O)NCCC[S+](C)C)O.